Dataset: Full USPTO retrosynthesis dataset with 1.9M reactions from patents (1976-2016). Task: Predict the reactants needed to synthesize the given product. (1) The reactants are: [CH2:1]([O:4][C:5]1[C:14]2[NH:13][CH:12]=[CH:11][C:10](=[O:15])[C:9]=2[C:8]2[CH:16]=[CH:17][CH:18]=[CH:19][C:7]=2[CH:6]=1)[CH2:2][CH3:3].C(=O)([O-])[O-].[K+].[K+].[I:26]I.S([O-])([O-])(=O)=S.[Na+].[Na+]. Given the product [I:26][C:11]1[C:10](=[O:15])[C:9]2[C:8]3[CH:16]=[CH:17][CH:18]=[CH:19][C:7]=3[CH:6]=[C:5]([O:4][CH2:1][CH2:2][CH3:3])[C:14]=2[NH:13][CH:12]=1, predict the reactants needed to synthesize it. (2) Given the product [N:36]1([C:34]([O:33][C:29]([CH3:32])([CH3:31])[CH3:30])=[O:35])[CH2:37][CH2:38][CH:39]([C:42]([O:44][CH2:14][O:13][C:12](=[O:16])[N:11]([C:9]2[N:10]=[C:5]3[CH:4]=[CH:3][C:2]([Cl:1])=[CH:7][N:6]3[N:8]=2)[C:17]2[CH:22]=[CH:21][C:20]([S:23]([CH3:26])(=[O:25])=[O:24])=[CH:19][C:18]=2[O:27][CH3:28])=[O:43])[CH2:40][CH2:41]1, predict the reactants needed to synthesize it. The reactants are: [Cl:1][C:2]1[CH:3]=[CH:4][C:5]2[N:6]([N:8]=[C:9]([N:11]([C:17]3[CH:22]=[CH:21][C:20]([S:23]([CH3:26])(=[O:25])=[O:24])=[CH:19][C:18]=3[O:27][CH3:28])[C:12](=[O:16])[O:13][CH2:14]Cl)[N:10]=2)[CH:7]=1.[C:29]([O:33][C:34]([N:36]1[CH2:41][CH2:40][CH:39]([C:42]([OH:44])=[O:43])[CH2:38][CH2:37]1)=[O:35])([CH3:32])([CH3:31])[CH3:30].C(=O)([O-])[O-].[Cs+].[Cs+].O.